Dataset: Reaction yield outcomes from USPTO patents with 853,638 reactions. Task: Predict the reaction yield, written as a fraction of the theoretical maximum amount of product (1.0 means a 100% yield; for example, 0.34 means a 34% yield). (1) The reactants are [Br:1][CH2:2][C:3]([NH:5][CH2:6][C:7]#[CH:8])=[O:4].[CH3:9][N:10]([CH3:12])[CH3:11]. The catalyst is C(#N)C. The product is [Br-:1].[CH3:9][N+:10]([CH3:12])([CH3:11])[CH2:2][C:3](=[O:4])[NH:5][CH2:6][C:7]#[CH:8]. The yield is 0.970. (2) The reactants are [Li+].[OH-].[C:3]([C:7]1[CH:11]=[C:10]([C:12]([O:14]CC)=[O:13])[N:9]([CH:17]([CH3:19])[CH3:18])[N:8]=1)([CH3:6])([CH3:5])[CH3:4]. The catalyst is O.C1COCC1. The product is [C:3]([C:7]1[CH:11]=[C:10]([C:12]([OH:14])=[O:13])[N:9]([CH:17]([CH3:19])[CH3:18])[N:8]=1)([CH3:6])([CH3:4])[CH3:5]. The yield is 0.930. (3) The reactants are ClCCl.[CH2:4]([O:6][C:7](=[O:37])[CH:8]([NH:30][C:31]([O:33][CH2:34][CH:35]=[CH2:36])=[O:32])[CH2:9][C:10]1[O:14][N:13]=[C:12]([CH:15]2[CH2:19][CH2:18][CH2:17][N:16]2[C:20](=[O:29])[CH2:21][C:22]2[CH:27]=[CH:26][C:25]([NH2:28])=[CH:24][CH:23]=2)[CH:11]=1)[CH3:5].[Cl:38][C:39]1[CH:47]=[CH:46][CH:45]=[C:44]([Cl:48])[C:40]=1[C:41](Cl)=[O:42].N1C=CC=CC=1. The catalyst is C(OCC)(=O)C. The product is [CH2:4]([O:6][C:7](=[O:37])[CH:8]([NH:30][C:31]([O:33][CH2:34][CH:35]=[CH2:36])=[O:32])[CH2:9][C:10]1[O:14][N:13]=[C:12]([CH:15]2[CH2:19][CH2:18][CH2:17][N:16]2[C:20](=[O:29])[CH2:21][C:22]2[CH:23]=[CH:24][C:25]([NH:28][C:41](=[O:42])[C:40]3[C:39]([Cl:38])=[CH:47][CH:46]=[CH:45][C:44]=3[Cl:48])=[CH:26][CH:27]=2)[CH:11]=1)[CH3:5]. The yield is 0.780. (4) The reactants are [CH3:1][N:2]([CH3:21])[C:3]1[CH:8]=[CH:7][CH:6]=[CH:5][C:4]=1[C:9]1[O:10][C:11]2[C:12](=[C:14]([C:18]([OH:20])=O)[CH:15]=[CH:16][CH:17]=2)[N:13]=1.Cl.Cl.[NH2:24][C@H:25]1[CH:30]2[CH2:31][CH2:32][N:27]([CH2:28][CH2:29]2)[CH2:26]1.Cl.C(N=C=NCCCN(C)C)C.ON1C2C=CC=CC=2N=N1.C(N(CC)CC)C. The catalyst is CN(C=O)C.ClCCl. The yield is 0.340. The product is [N:27]12[CH2:32][CH2:31][CH:30]([CH2:29][CH2:28]1)[C@H:25]([NH:24][C:18]([C:14]1[CH:15]=[CH:16][CH:17]=[C:11]3[O:10][C:9]([C:4]4[CH:5]=[CH:6][CH:7]=[CH:8][C:3]=4[N:2]([CH3:1])[CH3:21])=[N:13][C:12]=13)=[O:20])[CH2:26]2. (5) The reactants are Cl.[NH2:2][OH:3].[Na].C[O:6][C:7](=O)[CH2:8][CH2:9][CH2:10][CH2:11][CH2:12][CH2:13][C:14](=[O:26])[NH:15][C:16]12[CH2:25][CH:20]3[CH2:21][CH:22]([CH2:24][CH:18]([CH2:19]3)[CH2:17]1)[CH2:23]2.C(O)(=O)C. The catalyst is CO.O.C1C=CC2C(C3C=CC(O)=CC=3)(C3C=CC(O)=CC=3)OC(=O)C=2C=1. The product is [OH:3][NH:2][C:7](=[O:6])[CH2:8][CH2:9][CH2:10][CH2:11][CH2:12][CH2:13][C:14]([NH:15][C:16]12[CH2:25][CH:20]3[CH2:21][CH:22]([CH2:24][CH:18]([CH2:19]3)[CH2:17]1)[CH2:23]2)=[O:26]. The yield is 0.680.